From a dataset of Full USPTO retrosynthesis dataset with 1.9M reactions from patents (1976-2016). Predict the reactants needed to synthesize the given product. (1) Given the product [O:1]1[C:5]2[CH:6]=[CH:7][CH:8]=[CH:9][C:4]=2[C:3]([CH2:10][N:12]2[CH2:13][CH2:14][N:15]([C:18]3[C:27]([NH:28][CH:29]4[CH2:30][CH2:31]4)=[N:26][C:25]4[C:20]([N:19]=3)=[CH:21][CH:22]=[CH:23][CH:24]=4)[CH2:16][CH2:17]2)=[CH:2]1, predict the reactants needed to synthesize it. The reactants are: [O:1]1[C:5]2[CH:6]=[CH:7][CH:8]=[CH:9][C:4]=2[C:3]([C:10]([N:12]2[CH2:17][CH2:16][N:15]([C:18]3[C:27]([NH:28][CH:29]4[CH2:31][CH2:30]4)=[N:26][C:25]4[C:20](=[CH:21][CH:22]=[CH:23][CH:24]=4)[N:19]=3)[CH2:14][CH2:13]2)=O)=[CH:2]1.C(O)(C(F)(F)F)=O.C(N(CC)CC)C.B.C1COCC1. (2) Given the product [CH3:43][C:32]([NH:44][CH2:24][CH:23]([C:11]1[C:10]([CH3:30])=[C:9]([OH:8])[C:14]([OH:15])=[CH:13][CH:12]=1)[OH:29])([CH3:31])[CH2:33][C:34]1[C:39]([CH3:40])=[CH:38][C:37]([CH3:41])=[CH:36][C:35]=1[CH3:42], predict the reactants needed to synthesize it. The reactants are: C([O:8][C:9]1[C:10]([CH3:30])=[C:11]([C:23](=[O:29])[CH:24](OCC)O)[CH:12]=[CH:13][C:14]=1[O:15]CC1C=CC=CC=1)C1C=CC=CC=1.[CH3:31][C:32]([NH2:44])([CH3:43])[CH2:33][C:34]1[C:39]([CH3:40])=[CH:38][C:37]([CH3:41])=[CH:36][C:35]=1[CH3:42].[BH4-].[Na+].C(OCC)(=O)C. (3) Given the product [N-:1]([C:4]#[N:5])[C:2]#[N:3].[Zn+2:17].[N-:1]([C:4]#[N:5])[C:2]#[N:3], predict the reactants needed to synthesize it. The reactants are: [N-:1]([C:4]#[N:5])[C:2]#[N:3].[Na+].O.O.O.O.O.O.[N+]([O-])([O-])=O.[Zn+2:17].[N+]([O-])([O-])=O. (4) The reactants are: [N+:1]([C:4]1[C:5](=[O:14])[NH:6][CH:7]=[C:8]([C:10]([CH3:13])([CH3:12])[CH3:11])[CH:9]=1)([O-])=O. Given the product [NH2:1][C:4]1[C:5](=[O:14])[NH:6][CH:7]=[C:8]([C:10]([CH3:12])([CH3:11])[CH3:13])[CH:9]=1, predict the reactants needed to synthesize it. (5) Given the product [NH2:31][C:27]1[CH:26]=[C:25]([CH:30]=[CH:29][CH:28]=1)[O:24][C:17]1[C:18]2[CH:23]=[CH:22][NH:21][C:19]=2[N:20]=[C:15]([NH:14][C:4]2[CH:5]=[C:6]([F:13])[C:7]([O:8][CH2:9][CH2:10][O:11][CH3:12])=[C:2]([F:1])[CH:3]=2)[N:16]=1, predict the reactants needed to synthesize it. The reactants are: [F:1][C:2]1[CH:3]=[C:4]([NH:14][C:15]2[N:16]=[C:17]([O:24][C:25]3[CH:30]=[CH:29][CH:28]=[C:27]([N+:31]([O-])=O)[CH:26]=3)[C:18]3[CH:23]=[CH:22][NH:21][C:19]=3[N:20]=2)[CH:5]=[C:6]([F:13])[C:7]=1[O:8][CH2:9][CH2:10][O:11][CH3:12].[H][H]. (6) The reactants are: [Cl:1][C:2]1[CH:3]=[C:4]([NH:9][C:10]2[C:19]3[C:14](=[CH:15][C:16]([O:25][CH2:26][CH2:27][CH:28]4[CH2:31][C:30]5([CH2:36][CH2:35][N:34]([CH3:37])[CH2:33][CH2:32]5)[CH2:29]4)=[C:17]([NH:20][C:21](=[O:24])[CH:22]=[CH2:23])[CH:18]=3)[N:13]=[CH:12][N:11]=2)[CH:5]=[CH:6][C:7]=1[F:8].Cl. Given the product [ClH:1].[Cl:1][C:2]1[CH:3]=[C:4]([NH:9][C:10]2[C:19]3[C:14](=[CH:15][C:16]([O:25][CH2:26][CH2:27][CH:28]4[CH2:29][C:30]5([CH2:32][CH2:33][N:34]([CH3:37])[CH2:35][CH2:36]5)[CH2:31]4)=[C:17]([NH:20][C:21](=[O:24])[CH:22]=[CH2:23])[CH:18]=3)[N:13]=[CH:12][N:11]=2)[CH:5]=[CH:6][C:7]=1[F:8], predict the reactants needed to synthesize it. (7) The reactants are: [C:1]([O:5][C:6]([N:8]1[CH2:12][CH2:11][N:10]([C:13]2[C:17]3[CH:18]=[N:19][C:20](Cl)=[CH:21][C:16]=3[N:15]([CH:23]([CH3:25])[CH3:24])[N:14]=2)[C:9]1=[O:26])=[O:7])([CH3:4])([CH3:3])[CH3:2].[NH2:27][C:28]1[CH:33]=[CH:32][N:31]=[C:30]([N:34]2[CH2:39][CH2:38][C@H:37]([OH:40])[C@H:36]([F:41])[CH2:35]2)[N:29]=1.C1(P(C2CCCCC2)C2C=CC=CC=2C2C(C(C)C)=CC(C(C)C)=CC=2C(C)C)CCCCC1.C(=O)([O-])[O-].[Cs+].[Cs+]. Given the product [C:1]([O:5][C:6]([N:8]1[CH2:12][CH2:11][N:10]([C:13]2[C:17]3[CH:18]=[N:19][C:20]([NH:27][C:28]4[CH:33]=[CH:32][N:31]=[C:30]([N:34]5[CH2:39][CH2:38][C@H:37]([OH:40])[C@H:36]([F:41])[CH2:35]5)[N:29]=4)=[CH:21][C:16]=3[N:15]([CH:23]([CH3:25])[CH3:24])[N:14]=2)[C:9]1=[O:26])=[O:7])([CH3:4])([CH3:3])[CH3:2], predict the reactants needed to synthesize it.